From a dataset of Forward reaction prediction with 1.9M reactions from USPTO patents (1976-2016). Predict the product of the given reaction. (1) Given the reactants [CH2:1]([C:3]1[C:4]([NH:11][C@@H:12]2[C:20]3[C:15](=[CH:16][CH:17]=[CH:18][CH:19]=3)[CH2:14][C@@H:13]2[OH:21])=[N:5][C:6]([CH2:9][CH3:10])=[CH:7][N:8]=1)C.Cl[C:23]1C(C)=NC=C(C2CC2)N=1, predict the reaction product. The product is: [CH:9]1([C:6]2[N:5]=[C:4]([NH:11][C@@H:12]3[C:20]4[C:15](=[CH:16][CH:17]=[CH:18][CH:19]=4)[CH2:14][C@@H:13]3[OH:21])[C:3]([CH3:1])=[N:8][CH:7]=2)[CH2:10][CH2:23]1. (2) Given the reactants [C:1]1([Li])[CH:6]=[CH:5][CH:4]=[CH:3][CH:2]=1.Br[C:9]1[CH2:18][CH2:17][C:16]2[C:11](=[CH:12][CH:13]=[C:14]([O:19][CH3:20])[CH:15]=2)[C:10]=1[C:21]1[CH:22]=[CH:23][C:24]([O:27][CH2:28][CH2:29][N:30]2[CH2:34][CH2:33][CH2:32][CH2:31]2)=[N:25][CH:26]=1.[NH4+].[Cl-], predict the reaction product. The product is: [CH3:20][O:19][C:14]1[CH:15]=[C:16]2[C:11](=[CH:12][CH:13]=1)[C:10]([C:21]1[CH:22]=[CH:23][C:24]([O:27][CH2:28][CH2:29][N:30]3[CH2:34][CH2:33][CH2:32][CH2:31]3)=[N:25][CH:26]=1)=[C:9]([C:1]1[CH:6]=[CH:5][CH:4]=[CH:3][CH:2]=1)[CH2:18][CH2:17]2. (3) Given the reactants Cl[CH2:2][CH2:3][C:4]1[C:9](=[O:10])[N:8]2[CH:11]=[CH:12][CH:13]=[CH:14][C:7]2=[N:6][C:5]=1[CH3:15].Cl.[F:17][C:18]1[CH:32]=[CH:31][C:21]2[C:22]([CH:25]3[CH2:30][CH2:29][NH:28][CH2:27][CH2:26]3)=[N:23][O:24][C:20]=2[CH:19]=1.C(N(CC)C(C)C)(C)C.[I-].[Na+], predict the reaction product. The product is: [F:17][C:18]1[CH:32]=[CH:31][C:21]2[C:22]([CH:25]3[CH2:26][CH2:27][N:28]([CH2:2][CH2:3][C:4]4[C:9](=[O:10])[N:8]5[CH:11]=[CH:12][CH:13]=[CH:14][C:7]5=[N:6][C:5]=4[CH3:15])[CH2:29][CH2:30]3)=[N:23][O:24][C:20]=2[CH:19]=1.